Predict the product of the given reaction. From a dataset of Forward reaction prediction with 1.9M reactions from USPTO patents (1976-2016). (1) The product is: [Cl:1][C:2]1[CH:7]=[CH:6][C:5]([O:8][CH:16]([C:13]2[CH:12]=[CH:11][C:10]([F:9])=[CH:15][CH:14]=2)[CH2:17][CH2:18][CH2:19][CH2:20][CH2:21][N:22]2[CH2:23][CH2:24][CH:25]([C:28]3[CH:29]=[C:30]([NH:34][C:35](=[O:39])[CH:36]([CH3:38])[CH3:37])[CH:31]=[CH:32][CH:33]=3)[CH2:26][CH2:27]2)=[CH:4][CH:3]=1. Given the reactants [Cl:1][C:2]1[CH:7]=[CH:6][C:5]([OH:8])=[CH:4][CH:3]=1.[F:9][C:10]1[CH:15]=[CH:14][C:13]([CH:16](O)[CH2:17][CH2:18][CH2:19][CH2:20][CH2:21][N:22]2[CH2:27][CH2:26][CH:25]([C:28]3[CH:29]=[C:30]([NH:34][C:35](=[O:39])[CH:36]([CH3:38])[CH3:37])[CH:31]=[CH:32][CH:33]=3)[CH2:24][CH2:23]2)=[CH:12][CH:11]=1.Cl, predict the reaction product. (2) Given the reactants [Cl:1][C:2]1[CH:7]=[C:6]([N:8]2[CH2:12][CH2:11][CH2:10][C@H:9]2[C:13]([F:16])([F:15])[F:14])[N:5]=[C:4](SC)[N:3]=1.O[O:20][S:21]([O-:23])=O.[K+].[C:25]([O-])(O)=O.[Na+], predict the reaction product. The product is: [Cl:1][C:2]1[CH:7]=[C:6]([N:8]2[CH2:12][CH2:11][CH2:10][C@H:9]2[C:13]([F:15])([F:16])[F:14])[N:5]=[C:4]([S:21]([CH3:25])(=[O:23])=[O:20])[N:3]=1. (3) The product is: [Cl:1][C:2]1[CH:3]=[CH:4][C:5]([NH:8][C:9](=[O:15])[O:10][C:11]([CH3:12])([CH3:14])[CH3:13])=[C:6]([CH:25]([C:24]2[C:27]([O:31][CH3:32])=[CH:28][CH:29]=[CH:30][C:23]=2[O:22][CH3:21])[OH:26])[CH:7]=1. Given the reactants [Cl:1][C:2]1[CH:7]=[CH:6][C:5]([NH:8][C:9](=[O:15])[O:10][C:11]([CH3:14])([CH3:13])[CH3:12])=[CH:4][CH:3]=1.C([Li])(CC)C.[CH3:21][O:22][C:23]1[CH:30]=[CH:29][CH:28]=[C:27]([O:31][CH3:32])[C:24]=1[CH:25]=[O:26].[Cl-].[NH4+], predict the reaction product. (4) Given the reactants [NH:1](C(OC(C)(C)C)=O)[C@H:2]([C:6]([OH:8])=[O:7])[CH:3]([CH3:5])[CH3:4].C1(N=C=NC2CCCCC2)CCCCC1.C1(N=C=NC2CCCCC2)CCCCC1.N(C(OC(C)(C)C)=O)[C@H](C(O)=O)C(C)C.[CH:61]1[N:65]([CH2:66][O:67][CH2:68][CH2:69]O)[C:64]2[N:71]=[C:72]([NH2:76])[N:73]=[C:74]([OH:75])[C:63]=2[N:62]=1, predict the reaction product. The product is: [CH3:5][CH:3]([C@H:2]([NH2:1])[C:6]([O:8][CH2:69][CH2:68][O:67][CH2:66][N:65]1[C:64]2[NH:71][C:72]([NH2:76])=[N:73][C:74](=[O:75])[C:63]=2[N:62]=[CH:61]1)=[O:7])[CH3:4]. (5) Given the reactants C1C=CC2N(O)N=NC=2C=1.Cl.[CH3:12][N:13]1[CH:17]=[C:16]([C:18]2[CH:19]=[C:20]3[C:30](=[CH:31][CH:32]=2)[O:29][C:23]2([CH2:28][CH2:27][NH:26][CH2:25][CH2:24]2)[CH2:22][C:21]3=[O:33])[CH:15]=[N:14]1.[CH:34]1([C:37]2[CH:38]=[CH:39][CH:40]=[C:41]3[C:46]=2[N:45]=[C:44]([C:47](O)=[O:48])[CH:43]=[C:42]3[OH:50])[CH2:36][CH2:35]1.O, predict the reaction product. The product is: [CH:34]1([C:37]2[CH:38]=[CH:39][CH:40]=[C:41]3[C:46]=2[N:45]=[C:44]([C:47]([N:26]2[CH2:25][CH2:24][C:23]4([CH2:22][C:21](=[O:33])[C:20]5[C:30](=[CH:31][CH:32]=[C:18]([C:16]6[CH:15]=[N:14][N:13]([CH3:12])[CH:17]=6)[CH:19]=5)[O:29]4)[CH2:28][CH2:27]2)=[O:48])[CH:43]=[C:42]3[OH:50])[CH2:35][CH2:36]1. (6) Given the reactants [NH2:1][CH2:2][CH2:3][C:4]1[CH:5]=[C:6]([CH2:10][C@H:11]([NH:13][CH2:14][C@@H:15]([C:24]2[CH:33]=[CH:32][C:31]([O:34][CH2:35][C:36]3[CH:41]=[CH:40][CH:39]=[CH:38][CH:37]=3)=[C:30]3[C:25]=2[CH:26]=[CH:27][C:28](=[O:42])[NH:29]3)[O:16][Si:17]([C:20]([CH3:23])([CH3:22])[CH3:21])([CH3:19])[CH3:18])[CH3:12])[CH:7]=[CH:8][CH:9]=1.[C:43]1([C:75]2[CH:80]=[CH:79][CH:78]=[CH:77][CH:76]=2)[CH:48]=[CH:47][CH:46]=[CH:45][C:44]=1[NH:49][C:50]([O:52][CH:53]1[CH2:58][CH2:57][N:56]([CH2:59][CH2:60][C:61](CNC2C=CC(CC(O)=O)=CC=2)=[O:62])[CH2:55][CH2:54]1)=[O:51].[O-]S(C(F)(F)F)(=O)=O.C([N:92]([CH2:96][CH3:97])C(C)C)(C)C, predict the reaction product. The product is: [CH2:35]([O:34][C:31]1[CH:32]=[CH:33][C:24]([C@@H:15]([O:16][Si:17]([C:20]([CH3:21])([CH3:23])[CH3:22])([CH3:19])[CH3:18])[CH2:14][NH:13][C@H:11]([CH3:12])[CH2:10][C:6]2[CH:5]=[C:4]([CH2:3][CH2:2][NH:1][C:15]([CH2:24][C:25]3[CH:30]=[CH:31][C:97]([CH2:96][NH:92][C:61]([CH2:60][CH2:59][N:56]4[CH2:55][CH2:54][CH:53]([O:52][C:50](=[O:51])[NH:49][C:44]5[CH:45]=[CH:46][CH:47]=[CH:48][C:43]=5[C:75]5[CH:80]=[CH:79][CH:78]=[CH:77][CH:76]=5)[CH2:58][CH2:57]4)=[O:62])=[CH:27][CH:26]=3)=[O:16])[CH:9]=[CH:8][CH:7]=2)=[C:25]2[C:30]=1[NH:29][C:28](=[O:42])[CH:27]=[CH:26]2)[C:36]1[CH:37]=[CH:38][CH:39]=[CH:40][CH:41]=1.